From a dataset of Forward reaction prediction with 1.9M reactions from USPTO patents (1976-2016). Predict the product of the given reaction. Given the reactants [CH3:1][S:2]([C:5]1[CH:6]=[C:7](B(O)O)[CH:8]=[CH:9][CH:10]=1)(=[O:4])=[O:3].Br[C:15]1[C:23]2[C:18](=[CH:19][C:20]([S:24]([N:27](CC3C=CC(OC)=CC=3OC)[C:28]3[S:32][N:31]=[CH:30][N:29]=3)(=[O:26])=[O:25])=[CH:21][CH:22]=2)[N:17]([CH3:44])[CH:16]=1, predict the reaction product. The product is: [CH3:44][N:17]1[C:18]2[C:23](=[CH:22][CH:21]=[C:20]([S:24]([NH:27][C:28]3[S:32][N:31]=[CH:30][N:29]=3)(=[O:25])=[O:26])[CH:19]=2)[C:15]([C:7]2[CH:8]=[CH:9][CH:10]=[C:5]([S:2]([CH3:1])(=[O:4])=[O:3])[CH:6]=2)=[CH:16]1.